This data is from Forward reaction prediction with 1.9M reactions from USPTO patents (1976-2016). The task is: Predict the product of the given reaction. (1) The product is: [F:48][C:2]([F:1])([F:47])[C:3]1[CH:4]=[C:5]([CH:40]=[C:41]([C:43]([F:44])([F:45])[F:46])[CH:42]=1)[CH2:6][N:7]([CH2:23][C:24]1[CH:29]=[C:28]([C:30]([F:33])([F:32])[F:31])[CH:27]=[CH:26][C:25]=1[N:34]1[C@@H:35]([CH2:36][CH3:37])[CH2:38][O:39][C:57]1=[O:59])[C:8]1[N:9]=[CH:10][C:11]([O:14][CH2:15][CH2:16][CH2:17][C:18]([O:20][CH2:21][CH3:22])=[O:19])=[CH:12][N:13]=1. Given the reactants [F:1][C:2]([F:48])([F:47])[C:3]1[CH:4]=[C:5]([CH:40]=[C:41]([C:43]([F:46])([F:45])[F:44])[CH:42]=1)[CH2:6][N:7]([CH2:23][C:24]1[CH:29]=[C:28]([C:30]([F:33])([F:32])[F:31])[CH:27]=[CH:26][C:25]=1[NH:34][C@H:35]([CH2:38][OH:39])[CH2:36][CH3:37])[C:8]1[N:13]=[CH:12][C:11]([O:14][CH2:15][CH2:16][CH2:17][C:18]([O:20][CH2:21][CH3:22])=[O:19])=[CH:10][N:9]=1.C(N(CC)CC)C.Cl[C:57](Cl)([O:59]C(=O)OC(Cl)(Cl)Cl)Cl, predict the reaction product. (2) Given the reactants Br[C:2]1[CH:3]=[CH:4][C:5]2[O:6][C:7]([CH3:13])([CH3:12])[CH2:8][NH:9][C:10]=2[N:11]=1.[CH3:14][O:15][C:16]([C:18]1[CH:19]=[C:20](B(O)O)[CH:21]=[CH:22][CH:23]=1)=[O:17].C(=O)([O-])[O-].[Cs+].[Cs+], predict the reaction product. The product is: [CH3:12][C:7]1([CH3:13])[O:6][C:5]2[CH:4]=[CH:3][C:2]([C:22]3[CH:23]=[C:18]([CH:19]=[CH:20][CH:21]=3)[C:16]([O:15][CH3:14])=[O:17])=[N:11][C:10]=2[NH:9][CH2:8]1.